Dataset: Forward reaction prediction with 1.9M reactions from USPTO patents (1976-2016). Task: Predict the product of the given reaction. (1) Given the reactants Br[C:2]1[C:10]2[C:5](=[N:6][CH:7]=[CH:8][N:9]=2)[S:4][C:3]=1[C:11]([NH:13][C:14]1[CH:19]=[C:18]([NH:20][C:21](=[O:33])[C:22]2[CH:27]=[CH:26][CH:25]=[C:24]([C:28]([C:31]#[N:32])([CH3:30])[CH3:29])[CH:23]=2)[CH:17]=[CH:16][C:15]=1[CH3:34])=[O:12].[Cu][C:36]#[N:37], predict the reaction product. The product is: [C:36]([C:2]1[C:10]2[C:5](=[N:6][CH:7]=[CH:8][N:9]=2)[S:4][C:3]=1[C:11]([NH:13][C:14]1[CH:19]=[C:18]([NH:20][C:21](=[O:33])[C:22]2[CH:27]=[CH:26][CH:25]=[C:24]([C:28]([C:31]#[N:32])([CH3:30])[CH3:29])[CH:23]=2)[CH:17]=[CH:16][C:15]=1[CH3:34])=[O:12])#[N:37]. (2) Given the reactants Cl.[CH3:2][NH:3][O:4][CH3:5].C[Al](C)C.[CH2:10]([O:17][C:18]1[CH:23]=[CH:22][C:21]([CH2:24][C:25]([O:27]C)=O)=[CH:20][CH:19]=1)[C:11]1[CH:16]=[CH:15][CH:14]=[CH:13][CH:12]=1, predict the reaction product. The product is: [CH2:10]([O:17][C:18]1[CH:19]=[CH:20][C:21]([CH2:24][C:25]([N:3]([O:4][CH3:5])[CH3:2])=[O:27])=[CH:22][CH:23]=1)[C:11]1[CH:12]=[CH:13][CH:14]=[CH:15][CH:16]=1.